Dataset: NCI-60 drug combinations with 297,098 pairs across 59 cell lines. Task: Regression. Given two drug SMILES strings and cell line genomic features, predict the synergy score measuring deviation from expected non-interaction effect. (1) Drug 1: CC1=CC2C(CCC3(C2CCC3(C(=O)C)OC(=O)C)C)C4(C1=CC(=O)CC4)C. Drug 2: C1CN1P(=S)(N2CC2)N3CC3. Cell line: UACC62. Synergy scores: CSS=12.3, Synergy_ZIP=-5.06, Synergy_Bliss=-3.62, Synergy_Loewe=-19.2, Synergy_HSA=-3.74. (2) Drug 1: CC1=CC2C(CCC3(C2CCC3(C(=O)C)OC(=O)C)C)C4(C1=CC(=O)CC4)C. Drug 2: C(CC(=O)O)C(=O)CN.Cl. Cell line: DU-145. Synergy scores: CSS=-1.19, Synergy_ZIP=-3.07, Synergy_Bliss=-6.30, Synergy_Loewe=-16.6, Synergy_HSA=-10.8. (3) Drug 1: C1=CN(C(=O)N=C1N)C2C(C(C(O2)CO)O)O.Cl. Drug 2: CC1C(C(CC(O1)OC2CC(CC3=C2C(=C4C(=C3O)C(=O)C5=C(C4=O)C(=CC=C5)OC)O)(C(=O)CO)O)N)O.Cl. Cell line: EKVX. Synergy scores: CSS=5.32, Synergy_ZIP=-4.07, Synergy_Bliss=-2.73, Synergy_Loewe=-4.91, Synergy_HSA=-1.10. (4) Drug 1: CC1=C2C(C(=O)C3(C(CC4C(C3C(C(C2(C)C)(CC1OC(=O)C(C(C5=CC=CC=C5)NC(=O)OC(C)(C)C)O)O)OC(=O)C6=CC=CC=C6)(CO4)OC(=O)C)OC)C)OC. Drug 2: CCC(=C(C1=CC=CC=C1)C2=CC=C(C=C2)OCCN(C)C)C3=CC=CC=C3.C(C(=O)O)C(CC(=O)O)(C(=O)O)O. Cell line: KM12. Synergy scores: CSS=54.4, Synergy_ZIP=1.93, Synergy_Bliss=0.888, Synergy_Loewe=-8.30, Synergy_HSA=3.82. (5) Drug 1: CC1OCC2C(O1)C(C(C(O2)OC3C4COC(=O)C4C(C5=CC6=C(C=C35)OCO6)C7=CC(=C(C(=C7)OC)O)OC)O)O. Drug 2: CCC1(CC2CC(C3=C(CCN(C2)C1)C4=CC=CC=C4N3)(C5=C(C=C6C(=C5)C78CCN9C7C(C=CC9)(C(C(C8N6C=O)(C(=O)OC)O)OC(=O)C)CC)OC)C(=O)OC)O.OS(=O)(=O)O. Cell line: A549. Synergy scores: CSS=39.1, Synergy_ZIP=5.51, Synergy_Bliss=6.01, Synergy_Loewe=4.41, Synergy_HSA=4.61. (6) Drug 1: CN(CC1=CN=C2C(=N1)C(=NC(=N2)N)N)C3=CC=C(C=C3)C(=O)NC(CCC(=O)O)C(=O)O. Drug 2: C(CN)CNCCSP(=O)(O)O. Cell line: PC-3. Synergy scores: CSS=54.3, Synergy_ZIP=3.05, Synergy_Bliss=-0.678, Synergy_Loewe=-25.9, Synergy_HSA=0.0753. (7) Drug 1: CC1C(C(CC(O1)OC2CC(CC3=C2C(=C4C(=C3O)C(=O)C5=C(C4=O)C(=CC=C5)OC)O)(C(=O)C)O)N)O.Cl. Drug 2: C1=CN(C(=O)N=C1N)C2C(C(C(O2)CO)O)O.Cl. Cell line: OVCAR-4. Synergy scores: CSS=2.17, Synergy_ZIP=-1.27, Synergy_Bliss=0.777, Synergy_Loewe=0.136, Synergy_HSA=0.888. (8) Drug 1: CC1=C(N=C(N=C1N)C(CC(=O)N)NCC(C(=O)N)N)C(=O)NC(C(C2=CN=CN2)OC3C(C(C(C(O3)CO)O)O)OC4C(C(C(C(O4)CO)O)OC(=O)N)O)C(=O)NC(C)C(C(C)C(=O)NC(C(C)O)C(=O)NCCC5=NC(=CS5)C6=NC(=CS6)C(=O)NCCC[S+](C)C)O. Cell line: M14. Synergy scores: CSS=25.4, Synergy_ZIP=-5.09, Synergy_Bliss=-0.980, Synergy_Loewe=-3.18, Synergy_HSA=2.44. Drug 2: C1CN(CCN1C(=O)CCBr)C(=O)CCBr. (9) Drug 2: C1C(C(OC1N2C=NC(=NC2=O)N)CO)O. Drug 1: C1CCC(C(C1)N)N.C(=O)(C(=O)[O-])[O-].[Pt+4]. Synergy scores: CSS=15.6, Synergy_ZIP=-2.92, Synergy_Bliss=-1.84, Synergy_Loewe=-0.833, Synergy_HSA=3.32. Cell line: BT-549.